Dataset: Catalyst prediction with 721,799 reactions and 888 catalyst types from USPTO. Task: Predict which catalyst facilitates the given reaction. (1) Reactant: [BH4-].[Na+].[Cl-].[Ca+2].[Cl-].[Cl:6][C:7]1[N:17]=[CH:16][C:15]([CH2:18][N:19]2[C:23]([CH3:24])=[C:22]([C:25]3[CH:30]=[CH:29][C:28]([C:31]#[N:32])=[CH:27][CH:26]=3)[C:21]([C:33]#[N:34])=[C:20]2[CH3:35])=[CH:14][C:8]=1[C:9](OCC)=[O:10].C(O)(=O)CC(CC(O)=O)(C(O)=O)O. Product: [Cl:6][C:7]1[N:17]=[CH:16][C:15]([CH2:18][N:19]2[C:23]([CH3:24])=[C:22]([C:25]3[CH:30]=[CH:29][C:28]([C:31]#[N:32])=[CH:27][CH:26]=3)[C:21]([C:33]#[N:34])=[C:20]2[CH3:35])=[CH:14][C:8]=1[CH2:9][OH:10]. The catalyst class is: 353. (2) The catalyst class is: 92. Product: [CH:1]1([CH2:4][CH2:5][N:6]([CH2:23][C:24]2[CH:36]=[CH:35][C:27]([O:28][CH2:29][C:30]([OH:32])=[O:31])=[C:26]([CH3:37])[CH:25]=2)[C:7]2[CH:8]=[C:9]([C:13]3[CH:14]=[CH:15][C:16]([C:19]([F:21])([F:22])[F:20])=[CH:17][CH:18]=3)[CH:10]=[CH:11][CH:12]=2)[CH2:2][CH2:3]1. Reactant: [CH:1]1([CH2:4][CH2:5][N:6]([CH2:23][C:24]2[CH:36]=[CH:35][C:27]([O:28][CH2:29][C:30]([O:32]CC)=[O:31])=[C:26]([CH3:37])[CH:25]=2)[C:7]2[CH:8]=[C:9]([C:13]3[CH:18]=[CH:17][C:16]([C:19]([F:22])([F:21])[F:20])=[CH:15][CH:14]=3)[CH:10]=[CH:11][CH:12]=2)[CH2:3][CH2:2]1.[OH-].[Na+].